From a dataset of Forward reaction prediction with 1.9M reactions from USPTO patents (1976-2016). Predict the product of the given reaction. (1) Given the reactants Br[C:2]1[C:11]2[C:6]3=[C:7]([C:12](=[O:28])[N:13]([C:16]4[C:21]([CH:22]([CH3:24])[CH3:23])=[CH:20][CH:19]=[CH:18][C:17]=4[CH:25]([CH3:27])[CH3:26])[C:14](=[O:15])[C:5]3=[CH:4][CH:3]=1)[CH:8]=[CH:9][CH:10]=2.[Cu][C:30]#[N:31].O, predict the reaction product. The product is: [C:30]([C:2]1[C:11]2[C:6]3=[C:7]([C:12](=[O:28])[N:13]([C:16]4[C:17]([CH:25]([CH3:27])[CH3:26])=[CH:18][CH:19]=[CH:20][C:21]=4[CH:22]([CH3:24])[CH3:23])[C:14](=[O:15])[C:5]3=[CH:4][CH:3]=1)[CH:8]=[CH:9][CH:10]=2)#[N:31]. (2) Given the reactants [O:1]=[C:2]1[CH2:6][CH2:5][CH2:4][N:3]1[C@@H:7]1[CH2:12][CH2:11][C@H:10]([C:13]([OH:15])=O)[CH2:9][CH2:8]1.[F:16][C:17]1[CH:18]=[C:19]([C:24]2[N:25]=[CH:26][C:27]([NH2:30])=[N:28][CH:29]=2)[CH:20]=[C:21]([F:23])[CH:22]=1, predict the reaction product. The product is: [F:23][C:21]1[CH:20]=[C:19]([C:24]2[N:25]=[CH:26][C:27]([NH:30][C:13]([C@H:10]3[CH2:9][CH2:8][C@@H:7]([N:3]4[CH2:4][CH2:5][CH2:6][C:2]4=[O:1])[CH2:12][CH2:11]3)=[O:15])=[N:28][CH:29]=2)[CH:18]=[C:17]([F:16])[CH:22]=1. (3) Given the reactants [O:1]=[C:2]1[C:11]([C:12]([O:14][CH2:15][CH3:16])=[O:13])=[CH:10][C:9]2[C:4](=[N:5][CH:6]=[CH:7][CH:8]=2)[NH:3]1.C(=O)([O-])[O-].[K+].[K+].[CH2:23](Br)[C:24]1[CH:29]=[CH:28][CH:27]=[CH:26][CH:25]=1.O, predict the reaction product. The product is: [CH2:23]([N:3]1[C:4]2[C:9](=[CH:8][CH:7]=[CH:6][N:5]=2)[CH:10]=[C:11]([C:12]([O:14][CH2:15][CH3:16])=[O:13])[C:2]1=[O:1])[C:24]1[CH:29]=[CH:28][CH:27]=[CH:26][CH:25]=1. (4) Given the reactants [Br:1][C:2]1[CH:7]=[CH:6][C:5]([CH:8](O)[C:9]([C:11]2[CH:16]=[CH:15][C:14]([O:17][CH3:18])=[CH:13][CH:12]=2)=O)=[CH:4][CH:3]=1.[S:20]1[CH:24]=[CH:23][CH:22]=[C:21]1[CH:25]=O.C([O-])(=O)C.[NH4+:31].[NH4+:32].[OH-], predict the reaction product. The product is: [Br:1][C:2]1[CH:7]=[CH:6][C:5]([C:8]2[N:31]=[C:25]([C:21]3[S:20][CH:24]=[CH:23][CH:22]=3)[NH:32][C:9]=2[C:11]2[CH:16]=[CH:15][C:14]([O:17][CH3:18])=[CH:13][CH:12]=2)=[CH:4][CH:3]=1. (5) The product is: [CH3:22][C:16]1[CH:17]=[C:18]([O:21][S:29]([C:32]([F:35])([F:34])[F:33])(=[O:31])=[O:30])[CH:19]=[CH:20][C:15]=1[CH:10]1[C:11](=[O:14])[CH2:12][CH2:13][N:8]([C:6]([O:5][C:1]([CH3:4])([CH3:3])[CH3:2])=[O:7])[CH2:9]1. Given the reactants [C:1]([O:5][C:6]([N:8]1[CH2:13][CH2:12][C:11](=[O:14])[CH:10]([C:15]2[CH:20]=[CH:19][C:18]([OH:21])=[CH:17][C:16]=2[CH3:22])[CH2:9]1)=[O:7])([CH3:4])([CH3:3])[CH3:2].N1C=CC=CC=1.[S:29](O[S:29]([C:32]([F:35])([F:34])[F:33])(=[O:31])=[O:30])([C:32]([F:35])([F:34])[F:33])(=[O:31])=[O:30], predict the reaction product. (6) Given the reactants Cl.O1CCOCC1.[CH2:8]([O:10][CH2:11][CH2:12][O:13][CH2:14][CH2:15][NH:16]C(=O)OC(C)(C)C)[CH3:9].C([O-])([O-])=O.[K+].[K+], predict the reaction product. The product is: [CH2:8]([O:10][CH2:11][CH2:12][O:13][CH2:14][CH2:15][NH2:16])[CH3:9]. (7) Given the reactants [CH3:1][S:2][C:3]1[CH:8]=[CH:7][C:6]([C:9]2[C:10]3[O:17][C:16]([CH:18]=O)=[CH:15][C:11]=3[CH:12]=[N:13][CH:14]=2)=[CH:5][CH:4]=1.[NH:20]1[CH2:26][C:24](=[O:25])[NH:23][C:21]1=[S:22].C([O-])(=O)C.[Na+], predict the reaction product. The product is: [CH3:1][S:2][C:3]1[CH:4]=[CH:5][C:6]([C:9]2[C:10]3[O:17][C:16](/[CH:18]=[C:26]4/[C:24](=[O:25])[NH:23][C:21](=[S:22])[NH:20]/4)=[CH:15][C:11]=3[CH:12]=[N:13][CH:14]=2)=[CH:7][CH:8]=1. (8) Given the reactants C(NC(C)C)(C)C.C([Li])CCC.[CH3:13][CH:14]([CH3:19])[C:15]([O:17][CH3:18])=[O:16].Br[CH2:21][C:22]1[CH:27]=[CH:26][CH:25]=[C:24]([N+:28]([O-:30])=[O:29])[CH:23]=1.[Cl-].[NH4+], predict the reaction product. The product is: [CH3:13][C:14]([CH3:19])([CH2:21][C:22]1[CH:27]=[CH:26][CH:25]=[C:24]([N+:28]([O-:30])=[O:29])[CH:23]=1)[C:15]([O:17][CH3:18])=[O:16].